From a dataset of Reaction yield outcomes from USPTO patents with 853,638 reactions. Predict the reaction yield, written as a fraction of the theoretical maximum amount of product (1.0 means a 100% yield; for example, 0.34 means a 34% yield). (1) The reactants are [S:1]1[CH:5]=[CH:4][C:3]2[C:6](=O)[CH2:7][CH2:8][C:2]1=2.[N:10]([C:13]1[CH:18]=[CH:17][CH:16]=[C:15]([C:19]([F:22])([F:21])[F:20])[CH:14]=1)=[C:11]=S.C[Si](C)(C)[Si](C)(C)C.[Li].O.[NH2:33][NH2:34]. The catalyst is C1COCC1.O.C(O)(=O)C. The product is [S:1]1[CH:5]=[CH:4][C:3]2[C:6]3[NH:33][N:34]=[C:11]([NH:10][C:13]4[CH:18]=[CH:17][CH:16]=[C:15]([C:19]([F:22])([F:21])[F:20])[CH:14]=4)[C:7]=3[CH2:8][C:2]1=2. The yield is 0.340. (2) The reactants are [CH:1]1([N:7]2[C:12]([OH:13])=[C:11]([C:14]([NH:16][CH2:17][C:18]([O:20]CC)=[O:19])=[O:15])[C:10](=[O:23])[NH:9][C:8]2=[O:24])[CH2:6][CH2:5][CH2:4][CH2:3][CH2:2]1.C(=O)([O-])[O-].[K+].[K+].[F:31][C:32]1[CH:33]=[C:34]([CH:37]=[CH:38][C:39]=1[F:40])[CH2:35]Br.Cl. The catalyst is CC(N(C)C)=O. The product is [CH:1]1([N:7]2[C:12]([OH:13])=[C:11]([C:14]([NH:16][CH2:17][C:18]([OH:20])=[O:19])=[O:15])[C:10](=[O:23])[N:9]([CH2:35][C:34]3[CH:37]=[CH:38][C:39]([F:40])=[C:32]([F:31])[CH:33]=3)[C:8]2=[O:24])[CH2:2][CH2:3][CH2:4][CH2:5][CH2:6]1. The yield is 0.320.